From a dataset of NCI-60 drug combinations with 297,098 pairs across 59 cell lines. Regression. Given two drug SMILES strings and cell line genomic features, predict the synergy score measuring deviation from expected non-interaction effect. Drug 1: COC1=C(C=C2C(=C1)N=CN=C2NC3=CC(=C(C=C3)F)Cl)OCCCN4CCOCC4. Drug 2: CCC1(CC2CC(C3=C(CCN(C2)C1)C4=CC=CC=C4N3)(C5=C(C=C6C(=C5)C78CCN9C7C(C=CC9)(C(C(C8N6C)(C(=O)OC)O)OC(=O)C)CC)OC)C(=O)OC)O.OS(=O)(=O)O. Cell line: IGROV1. Synergy scores: CSS=56.1, Synergy_ZIP=5.74, Synergy_Bliss=5.35, Synergy_Loewe=8.47, Synergy_HSA=9.35.